This data is from Forward reaction prediction with 1.9M reactions from USPTO patents (1976-2016). The task is: Predict the product of the given reaction. (1) Given the reactants [CH3:1][C:2]1[C:6](=[O:7])[O:5][C@@H:4]([O:8]/[CH:9]=[C:10]2\[C@H:11]3CC=C[C@H:12]3[NH:13][C:14]\2=[O:15])[CH:3]=1.C[N+]1([O-])CC[O:23]CC1.[CH3:27][C:28]([CH3:30])=[O:29].O, predict the reaction product. The product is: [OH:29][CH:28]1[CH:30]([OH:23])[C@H:12]2[NH:13][C:14](=[O:15])/[C:10](=[CH:9]/[O:8][C@H:4]3[CH:3]=[C:2]([CH3:1])[C:6](=[O:7])[O:5]3)/[C@H:11]2[CH2:27]1. (2) Given the reactants [CH:1]1([N:7]2[CH2:13][C:12]([F:15])([F:14])[C:11](=[O:16])[N:10]([CH3:17])[C:9]3[CH:18]=[N:19][C:20]([NH:22][C:23]4[CH:31]=[CH:30][C:26]([C:27](O)=[O:28])=[CH:25][CH:24]=4)=[N:21][C:8]2=3)[CH2:6][CH2:5][CH2:4][CH2:3][CH2:2]1.C(N(CC)CC)C.F[P-](F)(F)(F)(F)F.CN(C(N(C)C)=[N+]1C2C(=NC=CC=2)[N+]([O-])=N1)C.[CH3:63][C:64]([O:67][C:68]([N:70]1[CH2:75][CH2:74][CH:73]([NH2:76])[CH2:72][CH2:71]1)=[O:69])([CH3:66])[CH3:65], predict the reaction product. The product is: [C:64]([O:67][C:68]([N:70]1[CH2:75][CH2:74][CH:73]([NH:76][C:27](=[O:28])[C:26]2[CH:30]=[CH:31][C:23]([NH:22][C:20]3[N:19]=[CH:18][C:9]4[N:10]([CH3:17])[C:11](=[O:16])[C:12]([F:14])([F:15])[CH2:13][N:7]([CH:1]5[CH2:6][CH2:5][CH2:4][CH2:3][CH2:2]5)[C:8]=4[N:21]=3)=[CH:24][CH:25]=2)[CH2:72][CH2:71]1)=[O:69])([CH3:63])([CH3:65])[CH3:66]. (3) Given the reactants [CH3:1][C:2]1[N:3]=[C:4]([C:9]2[CH:14]=[CH:13][C:12]([C:15]([F:18])([F:17])[F:16])=[CH:11][CH:10]=2)[S:5][C:6]=1[CH:7]=[O:8].[F:19][C:20]([Si](C)(C)C)([F:22])[F:21].[F-].C([N+](CCCC)(CCCC)CCCC)CCC, predict the reaction product. The product is: [F:19][C:20]([F:22])([F:21])[CH:7]([C:6]1[S:5][C:4]([C:9]2[CH:10]=[CH:11][C:12]([C:15]([F:18])([F:16])[F:17])=[CH:13][CH:14]=2)=[N:3][C:2]=1[CH3:1])[OH:8]. (4) Given the reactants [Cl:1][C:2]1[CH:7]=[CH:6][C:5]([C:8]2[NH:9][C:10]3[CH:16]=[CH:15][CH:14]=[CH:13][C:11]=3[N:12]=2)=[CH:4][CH:3]=1.C(=O)([O-])[O-].[Cs+].[Cs+].[CH2:23]([O:25][C:26](=[O:35])[CH:27](Br)[CH:28]1[CH2:33][CH2:32][CH2:31][CH2:30][CH2:29]1)[CH3:24], predict the reaction product. The product is: [CH2:23]([O:25][C:26](=[O:35])[CH:27]([N:12]1[C:11]2[CH:13]=[CH:14][CH:15]=[CH:16][C:10]=2[N:9]=[C:8]1[C:5]1[CH:4]=[CH:3][C:2]([Cl:1])=[CH:7][CH:6]=1)[CH:28]1[CH2:33][CH2:32][CH2:31][CH2:30][CH2:29]1)[CH3:24]. (5) Given the reactants Cl.[NH2:2][C@@H:3]1[CH2:12][CH2:11][CH2:10][C:9]2[C:8]([C:13]3[S:17][C:16]([C:18]4[CH:19]=[CH:20][C:21]([O:26][CH:27]([CH3:29])[CH3:28])=[C:22]([CH:25]=4)[C:23]#[N:24])=[N:15][N:14]=3)=[CH:7][CH:6]=[CH:5][C:4]1=2.[CH3:30][S:31](Cl)(=[O:33])=[O:32], predict the reaction product. The product is: [C:23]([C:22]1[CH:25]=[C:18]([C:16]2[S:17][C:13]([C:8]3[CH:7]=[CH:6][CH:5]=[C:4]4[C:9]=3[CH2:10][CH2:11][CH2:12][C@H:3]4[NH:2][S:31]([CH3:30])(=[O:33])=[O:32])=[N:14][N:15]=2)[CH:19]=[CH:20][C:21]=1[O:26][CH:27]([CH3:29])[CH3:28])#[N:24].